From a dataset of Reaction yield outcomes from USPTO patents with 853,638 reactions. Predict the reaction yield, written as a fraction of the theoretical maximum amount of product (1.0 means a 100% yield; for example, 0.34 means a 34% yield). (1) The reactants are [CH2:1]([O:3][C:4](=[O:32])[CH2:5][CH2:6][CH2:7][CH2:8][CH2:9][CH2:10][N:11]([C:26]1[CH:31]=[CH:30][CH:29]=[CH:28][N:27]=1)[C:12]1[CH:17]=[C:16](OS(C(F)(F)F)(=O)=O)[CH:15]=[CH:14][N:13]=1)[CH3:2].[F:33][C:34]1[CH:39]=[CH:38][C:37](B(O)O)=[CH:36][CH:35]=1.C(=O)([O-])[O-].[K+].[K+].O. The catalyst is C1(C)C=CC=CC=1.C1C=CC([P]([Pd]([P](C2C=CC=CC=2)(C2C=CC=CC=2)C2C=CC=CC=2)([P](C2C=CC=CC=2)(C2C=CC=CC=2)C2C=CC=CC=2)[P](C2C=CC=CC=2)(C2C=CC=CC=2)C2C=CC=CC=2)(C2C=CC=CC=2)C2C=CC=CC=2)=CC=1. The product is [CH2:1]([O:3][C:4](=[O:32])[CH2:5][CH2:6][CH2:7][CH2:8][CH2:9][CH2:10][N:11]([C:12]1[CH:17]=[C:16]([C:37]2[CH:38]=[CH:39][C:34]([F:33])=[CH:35][CH:36]=2)[CH:15]=[CH:14][N:13]=1)[C:26]1[CH:31]=[CH:30][CH:29]=[CH:28][N:27]=1)[CH3:2]. The yield is 0.710. (2) The reactants are [NH2:1][C:2]1[C:3]2[C:10]([C:11]3[CH:16]=[CH:15][C:14]([O:17][C:18]4[CH:23]=[CH:22][CH:21]=[CH:20][CH:19]=4)=[CH:13][CH:12]=3)=[C:9]([N+:24]([O-])=O)[N:8]([C@@H:27]3[CH2:31][CH2:30][N:29]([C:32](=[O:41])/[CH:33]=[CH:34]/[CH2:35][N:36]([CH:38]4[CH2:40][CH2:39]4)[CH3:37])[CH2:28]3)[C:4]=2[N:5]=[CH:6][N:7]=1.[NH4+].[Cl-].C(#N)C. The catalyst is C1COCC1.CO.O.O.[Fe]. The product is [CH:38]1([N:36]([CH3:37])[CH2:35]/[CH:34]=[CH:33]/[C:32]([N:29]2[CH2:30][CH2:31][C@@H:27]([N:8]3[C:4]4[N:5]=[CH:6][N:7]=[C:2]([NH2:1])[C:3]=4[C:10]([C:11]4[CH:12]=[CH:13][C:14]([O:17][C:18]5[CH:23]=[CH:22][CH:21]=[CH:20][CH:19]=5)=[CH:15][CH:16]=4)=[C:9]3[NH2:24])[CH2:28]2)=[O:41])[CH2:40][CH2:39]1. The yield is 0.0600. (3) The reactants are CON(C)[C:4](=[O:32])[C:5]1[CH:10]=[CH:9][CH:8]=[C:7]([NH:11][C:12]2[CH:17]=[C:16]([NH:18][C:19]3[CH:24]=[CH:23][C:22]([O:25][C:26]4[CH:31]=[CH:30][CH:29]=[CH:28][CH:27]=4)=[CH:21][CH:20]=3)[N:15]=[CH:14][N:13]=2)[CH:6]=1.[H-].[H-].[H-].[H-].[Li+].[Al+3]. The catalyst is C1COCC1. The product is [O:25]([C:22]1[CH:21]=[CH:20][C:19]([NH:18][C:16]2[N:15]=[CH:14][N:13]=[C:12]([NH:11][C:7]3[CH:6]=[C:5]([CH:10]=[CH:9][CH:8]=3)[CH:4]=[O:32])[CH:17]=2)=[CH:24][CH:23]=1)[C:26]1[CH:27]=[CH:28][CH:29]=[CH:30][CH:31]=1. The yield is 0.920. (4) The reactants are [Cl:1][C:2]1[CH:11]=[CH:10][CH:9]=[C:8]2[C:3]=1[CH:4]=[C:5]([CH:18]([NH2:20])[CH3:19])[C:6]([C:12]1[CH:17]=[CH:16][CH:15]=[CH:14][N:13]=1)=[N:7]2.Br[C:22]1[N:30]=[CH:29][N:28]=[C:27]2[C:23]=1[NH:24][CH:25]=[N:26]2.CCN(C(C)C)C(C)C. The catalyst is C(O)CCC. The product is [Cl:1][C:2]1[CH:11]=[CH:10][CH:9]=[C:8]2[C:3]=1[CH:4]=[C:5]([CH:18]([NH:20][C:22]1[N:30]=[CH:29][N:28]=[C:27]3[C:23]=1[N:24]=[CH:25][NH:26]3)[CH3:19])[C:6]([C:12]1[CH:17]=[CH:16][CH:15]=[CH:14][N:13]=1)=[N:7]2. The yield is 0.690. (5) The reactants are [Br:1]Br.[CH3:3][O:4][C:5]1[CH:6]=[C:7]([N:11]2[CH2:16][CH2:15][N:14]([C:17]([O:19][C:20]([CH3:23])([CH3:22])[CH3:21])=[O:18])[CH2:13][CH2:12]2)[CH:8]=[CH:9][CH:10]=1. The catalyst is C(O)(=O)C. The product is [Br:1][C:10]1[CH:9]=[CH:8][C:7]([N:11]2[CH2:12][CH2:13][N:14]([C:17]([O:19][C:20]([CH3:23])([CH3:22])[CH3:21])=[O:18])[CH2:15][CH2:16]2)=[CH:6][C:5]=1[O:4][CH3:3]. The yield is 0.410.